This data is from Full USPTO retrosynthesis dataset with 1.9M reactions from patents (1976-2016). The task is: Predict the reactants needed to synthesize the given product. (1) Given the product [Cl:1][C:2]1[C:3](=[O:14])[N:15]([CH2:16][C:17]2[CH:18]=[CH:19][C:20]([C:21]([O:23][CH3:24])=[O:22])=[CH:25][CH:26]=2)[C:5](=[O:13])[C:6]=1[C:7]1[CH:8]=[CH:9][CH:10]=[CH:11][CH:12]=1, predict the reactants needed to synthesize it. The reactants are: [Cl:1][C:2]1[C:3](=[O:14])O[C:5](=[O:13])[C:6]=1[C:7]1[CH:12]=[CH:11][CH:10]=[CH:9][CH:8]=1.[NH2:15][CH2:16][C:17]1[CH:26]=[CH:25][C:20]([C:21]([O:23][CH3:24])=[O:22])=[CH:19][CH:18]=1. (2) Given the product [CH:32]([N:28]1[C:27](=[O:35])/[C:26](=[CH:25]/[C:23]2[O:24][C:20]([S:19][C:17]3[NH:16][C:15]4[CH:36]=[C:11]([NH:10][C:1](=[O:8])[C:2]5[CH:7]=[CH:6][CH:5]=[CH:4][CH:3]=5)[CH:12]=[CH:13][C:14]=4[N:18]=3)=[CH:21][CH:22]=2)/[S:30][C:29]1=[O:31])([CH3:34])[CH3:33], predict the reactants needed to synthesize it. The reactants are: [C:1](Cl)(=[O:8])[C:2]1[CH:7]=[CH:6][CH:5]=[CH:4][CH:3]=1.[NH2:10][C:11]1[CH:12]=[CH:13][C:14]2[N:18]=[C:17]([S:19][C:20]3[O:24][C:23](/[CH:25]=[C:26]4/[C:27](=[O:35])[N:28]([CH:32]([CH3:34])[CH3:33])[C:29](=[O:31])[S:30]/4)=[CH:22][CH:21]=3)[NH:16][C:15]=2[CH:36]=1.CCN(C(C)C)C(C)C. (3) Given the product [NH2:13][C:10]1[CH:11]=[CH:12][C:7]([N:6]([C:4](=[O:5])[C:3]2[CH:17]=[CH:18][CH:19]=[CH:20][C:2]=2[F:1])[C:21]2[CH:26]=[CH:25][CH:24]=[CH:23][CH:22]=2)=[C:8]([CH3:16])[CH:9]=1, predict the reactants needed to synthesize it. The reactants are: [F:1][C:2]1[CH:20]=[CH:19][CH:18]=[CH:17][C:3]=1[C:4]([NH:6][C:7]1[CH:12]=[CH:11][C:10]([N+:13]([O-])=O)=[CH:9][C:8]=1[CH3:16])=[O:5].[CH:21]1[CH2:26][CH2:25][CH2:24][CH2:23][CH:22]=1.C(O)C. (4) Given the product [C:19]([CH:18]([N:3]1[C:4]2[C:9](=[C:8]([C:11]([F:12])([F:14])[F:13])[C:7]([C:15]#[N:16])=[CH:6][CH:5]=2)[CH:10]=[C:2]1[CH3:1])[CH3:21])#[N:20].[C:19]([CH2:18][CH2:21][N:3]1[C:4]2[C:9](=[C:8]([C:11]([F:12])([F:14])[F:13])[C:7]([C:15]#[N:16])=[CH:6][CH:5]=2)[CH:10]=[C:2]1[CH3:1])#[N:20], predict the reactants needed to synthesize it. The reactants are: [CH3:1][C:2]1[NH:3][C:4]2[C:9]([CH:10]=1)=[C:8]([C:11]([F:14])([F:13])[F:12])[C:7]([C:15]#[N:16])=[CH:6][CH:5]=2.Br[CH:18]([CH3:21])[C:19]#[N:20].C([O-])([O-])=O.[Cs+].[Cs+]. (5) Given the product [F:9][C:3]([P:2]([C:10]([F:15])([F:16])[C:11]([F:12])([F:13])[F:14])[C:17]([F:23])([F:22])[C:18]([F:21])([F:20])[F:19])([F:8])[C:4]([F:7])([F:6])[F:5], predict the reactants needed to synthesize it. The reactants are: F[P:2](F)([C:17]([F:23])([F:22])[C:18]([F:21])([F:20])[F:19])([C:10]([F:16])([F:15])[C:11]([F:14])([F:13])[F:12])[C:3]([F:9])([F:8])[C:4]([F:7])([F:6])[F:5].[BH4-].[Na+]. (6) Given the product [CH2:16]([O:18][C:19]1[CH:24]=[CH:23][N:22]=[C:21]([NH:25][CH2:26][CH2:27][NH:28][C:5](=[O:7])/[CH:4]=[CH:3]/[C:2]([F:1])([F:9])[CH3:8])[CH:20]=1)[CH3:17], predict the reactants needed to synthesize it. The reactants are: [F:1][C:2]([F:9])([CH3:8])/[CH:3]=[CH:4]/[C:5]([OH:7])=O.C(Cl)(=O)C(Cl)=O.[CH2:16]([O:18][C:19]1[CH:24]=[CH:23][N:22]=[C:21]([NH:25][CH2:26][CH2:27][NH2:28])[CH:20]=1)[CH3:17].C(N(C(C)C)CC)(C)C. (7) The reactants are: Br[C:2]1[CH:3]=[C:4]([CH2:8][NH:9][S:10]([CH3:13])(=[O:12])=[O:11])[CH:5]=[N:6][CH:7]=1.[CH3:14][N:15]1[C:23]2[C:18](=[CH:19][CH:20]=[CH:21][CH:22]=2)[CH:17]=[C:16]1B(O)O. Given the product [CH3:14][N:15]1[C:23]2[C:18](=[CH:19][CH:20]=[CH:21][CH:22]=2)[CH:17]=[C:16]1[C:2]1[CH:3]=[C:4]([CH2:8][NH:9][S:10]([CH3:13])(=[O:12])=[O:11])[CH:5]=[N:6][CH:7]=1, predict the reactants needed to synthesize it. (8) The reactants are: [C:1]([C:3]1[CH:12]=[CH:11][C:6]([C:7](=O)[CH2:8]Br)=[CH:5][CH:4]=1)#[N:2].[NH2:13][C:14]([NH2:16])=[S:15].C(=O)(O)[O-].[Na+]. Given the product [NH2:16][C:14]1[S:15][CH:8]=[C:7]([C:6]2[CH:11]=[CH:12][C:3]([C:1]#[N:2])=[CH:4][CH:5]=2)[N:13]=1, predict the reactants needed to synthesize it. (9) Given the product [Cl:1][C:2]1[C:21]([C:28]2[NH:27][N:26]=[CH:25][C:24]=2[F:23])=[CH:20][C:5]([C:6]([NH:8][C:9]2[CH:14]=[CH:13][C:12]([O:15][C:16]([Cl:19])([F:18])[F:17])=[CH:11][CH:10]=2)=[O:7])=[CH:4][N:3]=1, predict the reactants needed to synthesize it. The reactants are: [Cl:1][C:2]1[C:21](I)=[CH:20][C:5]([C:6]([NH:8][C:9]2[CH:14]=[CH:13][C:12]([O:15][C:16]([Cl:19])([F:18])[F:17])=[CH:11][CH:10]=2)=[O:7])=[CH:4][N:3]=1.[F:23][C:24]1[CH:25]=[N:26][NH:27][C:28]=1[Sn](CCCC)(CCCC)CCCC. (10) Given the product [CH3:25][C:23]1[CH:22]=[C:21]([C:26]2[CH:31]=[CH:30][C:29]([C:32]([F:35])([F:33])[F:34])=[CH:28][CH:27]=2)[N:20]=[C:19]([N:17]2[CH:18]=[C:14]([C:11]3[S:10][C:9]([S:6]([NH2:5])(=[O:8])=[O:7])=[CH:13][CH:12]=3)[N:15]=[CH:16]2)[N:24]=1, predict the reactants needed to synthesize it. The reactants are: C([NH:5][S:6]([C:9]1[S:10][C:11]([C:14]2[N:15]=[CH:16][N:17]([C:19]3[N:24]=[C:23]([CH3:25])[CH:22]=[C:21]([C:26]4[CH:31]=[CH:30][C:29]([C:32]([F:35])([F:34])[F:33])=[CH:28][CH:27]=4)[N:20]=3)[CH:18]=2)=[CH:12][CH:13]=1)(=[O:8])=[O:7])(C)(C)C.C(O)(C(F)(F)F)=O.